This data is from TCR-epitope binding with 47,182 pairs between 192 epitopes and 23,139 TCRs. The task is: Binary Classification. Given a T-cell receptor sequence (or CDR3 region) and an epitope sequence, predict whether binding occurs between them. (1) The epitope is GTSGSPIIDK. The TCR CDR3 sequence is CASSPPFEREDNEQFF. Result: 0 (the TCR does not bind to the epitope). (2) The epitope is YYRRATRRIR. The TCR CDR3 sequence is CASSPGQFYVDTQYF. Result: 0 (the TCR does not bind to the epitope). (3) The epitope is ISPRTLNAW. The TCR CDR3 sequence is CASSQATGNTGELFF. Result: 1 (the TCR binds to the epitope). (4) The epitope is HTDFSSEIIGY. The TCR CDR3 sequence is CASRPSNTEAFF. Result: 0 (the TCR does not bind to the epitope). (5) The epitope is RLRPGGKKK. The TCR CDR3 sequence is CASSLGSVPYNEQFF. Result: 0 (the TCR does not bind to the epitope). (6) The epitope is EEHVQIHTI. The TCR CDR3 sequence is CASSLGQGAYEQYF. Result: 0 (the TCR does not bind to the epitope).